This data is from Forward reaction prediction with 1.9M reactions from USPTO patents (1976-2016). The task is: Predict the product of the given reaction. (1) Given the reactants Cl[CH2:2][C:3]([NH:5][C:6]1[CH:7]=[N:8][C:9]([O:12][C:13]2[CH:14]=[C:15]3[C:20](=[CH:21][CH:22]=2)[O:19][CH:18]([C:23]2[CH:28]=[CH:27][CH:26]=[CH:25][CH:24]=2)[CH2:17][CH2:16]3)=[CH:10][CH:11]=1)=[O:4].C(=O)([O-])[O-].[K+].[K+].[NH:35]([CH2:39][CH2:40][OH:41])[CH2:36][CH2:37][OH:38].O, predict the reaction product. The product is: [OH:38][CH2:37][CH2:36][N:35]([CH2:39][CH2:40][OH:41])[CH2:2][C:3]([NH:5][C:6]1[CH:7]=[N:8][C:9]([O:12][C:13]2[CH:14]=[C:15]3[C:20](=[CH:21][CH:22]=2)[O:19][CH:18]([C:23]2[CH:28]=[CH:27][CH:26]=[CH:25][CH:24]=2)[CH2:17][CH2:16]3)=[CH:10][CH:11]=1)=[O:4]. (2) Given the reactants [F:1][C:2]1[CH:7]=[CH:6][C:5]([N:8]2[CH2:13][CH2:12][NH:11][CH2:10][CH2:9]2)=[CH:4][CH:3]=1.[C:14]1([C@@H:20]([NH:23][C:24]([C:26]2([C:32]3[CH:37]=[CH:36][CH:35]=[CH:34][CH:33]=3)[CH2:31][CH2:30][NH:29][CH2:28][CH2:27]2)=[O:25])[CH2:21][CH3:22])[CH:19]=[CH:18][CH:17]=[CH:16][CH:15]=1.CCCCCCC.[C:45](OCC)(=[O:47])C, predict the reaction product. The product is: [C:14]1([C@@H:20]([NH:23][C:24]([C:26]2([C:32]3[CH:37]=[CH:36][CH:35]=[CH:34][CH:33]=3)[CH2:31][CH2:30][N:29]([C:45]([N:11]3[CH2:12][CH2:13][N:8]([C:5]4[CH:4]=[CH:3][C:2]([F:1])=[CH:7][CH:6]=4)[CH2:9][CH2:10]3)=[O:47])[CH2:28][CH2:27]2)=[O:25])[CH2:21][CH3:22])[CH:15]=[CH:16][CH:17]=[CH:18][CH:19]=1. (3) Given the reactants C([O:8][C:9]1[CH:38]=[CH:37][CH:36]=[C:35]([F:39])[C:10]=1[CH2:11][NH:12][C:13]1[C:18]([C:19]([NH2:21])=[O:20])=[CH:17][N:16]=[C:15]([NH:22][C:23]2[CH:28]=[CH:27][C:26]([N:29]3[CH2:34][CH2:33][O:32][CH2:31][CH2:30]3)=[CH:25][CH:24]=2)[N:14]=1)C1C=CC=CC=1.[H][H], predict the reaction product. The product is: [OH:8][C:9]1[CH:38]=[CH:37][CH:36]=[C:35]([F:39])[C:10]=1[CH2:11][NH:12][C:13]1[C:18]([C:19]([NH2:21])=[O:20])=[CH:17][N:16]=[C:15]([NH:22][C:23]2[CH:28]=[CH:27][C:26]([N:29]3[CH2:30][CH2:31][O:32][CH2:33][CH2:34]3)=[CH:25][CH:24]=2)[N:14]=1. (4) The product is: [C:1]([O:9][CH2:10][C@@H:11]1[CH2:15][CH2:14][C@@H:13]([C:21]#[N:22])[NH:12]1)(=[O:8])[C:2]1[CH:7]=[CH:6][CH:5]=[CH:4][CH:3]=1. Given the reactants [C:1]([O:9][CH2:10][C@@H:11]1[CH2:15][CH2:14][C:13](=O)[NH:12]1)(=[O:8])[C:2]1[CH:7]=[CH:6][CH:5]=[CH:4][CH:3]=1.C[Si]([C:21]#[N:22])(C)C, predict the reaction product. (5) Given the reactants Cl[C:2]1[C:3](=[O:24])[N:4]([CH2:16][CH2:17][C:18]2[CH:23]=[CH:22][CH:21]=[CH:20][CH:19]=2)[C:5]([C:9]2[CH:14]=[CH:13][CH:12]=[CH:11][C:10]=2[OH:15])=[N:6][C:7]=1[CH3:8].[F:25][C:26]1[CH:31]=[CH:30][C:29]([Sn](CCCC)(CCCC)CCCC)=[CH:28][CH:27]=1.C([Sn](CCCC)(CCCC)C1C=NC=CN=1)CCC.B(Br)(Br)Br, predict the reaction product. The product is: [F:25][C:26]1[CH:31]=[CH:30][C:29]([C:2]2[C:3](=[O:24])[N:4]([CH2:16][CH2:17][C:18]3[CH:23]=[CH:22][CH:21]=[CH:20][CH:19]=3)[C:5]([C:9]3[CH:14]=[CH:13][CH:12]=[CH:11][C:10]=3[OH:15])=[N:6][C:7]=2[CH3:8])=[CH:28][CH:27]=1.